Predict the reactants needed to synthesize the given product. From a dataset of Full USPTO retrosynthesis dataset with 1.9M reactions from patents (1976-2016). (1) Given the product [CH2:12]([N:15]([C:5]1[CH:6]=[CH:7][C:2]([Cl:1])=[CH:3][C:4]=1[N+:9]([O-:11])=[O:10])[CH3:16])[CH:13]=[CH2:14], predict the reactants needed to synthesize it. The reactants are: [Cl:1][C:2]1[CH:7]=[CH:6][C:5](F)=[C:4]([N+:9]([O-:11])=[O:10])[CH:3]=1.[CH2:12]([NH:15][CH3:16])[CH:13]=[CH2:14]. (2) Given the product [C:1]([C:3]1[CH:4]=[C:5]([S:10]([NH:13][C:14]2[S:15][C:16]([F:20])=[CH:17][N:18]=2)(=[O:11])=[O:12])[CH:6]=[CH:7][C:8]=1[F:9])#[N:2], predict the reactants needed to synthesize it. The reactants are: [C:1]([C:3]1[CH:4]=[C:5]([S:10]([NH:13][C:14]2[S:15][C@@H:16]([F:20])[C@H:17](O)[N:18]=2)(=[O:12])=[O:11])[CH:6]=[CH:7][C:8]=1[F:9])#[N:2].C(N(CC)CC)C.C(OC(=O)C)(=O)C. (3) Given the product [CH2:1]([CH:6]1[CH2:11][CH2:10][CH:9]([C:12]([O:14][C:15]2[CH:20]=[CH:19][C:18](/[CH:21]=[CH:22]/[C:23]([O:25][CH2:26][C:27]3[CH:28]=[C:29]([NH2:36])[CH:30]=[C:31]([NH2:33])[CH:32]=3)=[O:24])=[CH:17][CH:16]=2)=[O:13])[CH2:8][CH2:7]1)[CH2:2][CH2:3][CH2:4][CH3:5], predict the reactants needed to synthesize it. The reactants are: [CH2:1]([CH:6]1[CH2:11][CH2:10][CH:9]([C:12]([O:14][C:15]2[CH:20]=[CH:19][C:18](/[CH:21]=[CH:22]/[C:23]([O:25][CH2:26][C:27]3[CH:32]=[C:31]([N+:33]([O-])=O)[CH:30]=[C:29]([N+:36]([O-])=O)[CH:28]=3)=[O:24])=[CH:17][CH:16]=2)=[O:13])[CH2:8][CH2:7]1)[CH2:2][CH2:3][CH2:4][CH3:5].CCCCCC. (4) Given the product [CH:34]1([NH:37][CH2:38][C@@H:39]2[CH2:43][CH2:42][CH2:41][N:40]2[C:30]([C:26]2[C:25]([CH3:33])=[C:24](/[CH:23]=[C:16]3\[C:17](=[O:22])[NH:18][C:19]4[C:15]\3=[CH:14][C:13]([S:10]([CH2:9][C:3]3[C:2]([Cl:1])=[CH:7][CH:6]=[CH:5][C:4]=3[Cl:8])(=[O:11])=[O:12])=[CH:21][CH:20]=4)[NH:28][C:27]=2[CH3:29])=[O:31])[CH2:36][CH2:35]1, predict the reactants needed to synthesize it. The reactants are: [Cl:1][C:2]1[CH:7]=[CH:6][CH:5]=[C:4]([Cl:8])[C:3]=1[CH2:9][S:10]([C:13]1[CH:14]=[C:15]2[C:19](=[CH:20][CH:21]=1)[NH:18][C:17](=[O:22])/[C:16]/2=[CH:23]\[C:24]1[NH:28][C:27]([CH3:29])=[C:26]([C:30](O)=[O:31])[C:25]=1[CH3:33])(=[O:12])=[O:11].[CH:34]1([NH:37][CH2:38][C@@H:39]2[CH2:43][CH2:42][CH2:41][NH:40]2)[CH2:36][CH2:35]1.